From a dataset of Forward reaction prediction with 1.9M reactions from USPTO patents (1976-2016). Predict the product of the given reaction. Given the reactants [Cl:1][C:2]1[C:11]2[C:6](=[CH:7][CH:8]=[C:9]([CH:12]([C:14]3[O:18][C:17]([CH3:19])=[N:16][C:15]=3[CH3:20])[OH:13])[CH:10]=2)[N:5]=[C:4]([O:21][CH3:22])[C:3]=1[CH2:23][C:24]1[CH:29]=[CH:28][C:27]([C:30]([F:33])([F:32])[F:31])=[CH:26][CH:25]=1, predict the reaction product. The product is: [Cl:1][C:2]1[C:11]2[C:6](=[CH:7][CH:8]=[C:9]([C:12]([C:14]3[O:18][C:17]([CH3:19])=[N:16][C:15]=3[CH3:20])=[O:13])[CH:10]=2)[N:5]=[C:4]([O:21][CH3:22])[C:3]=1[CH2:23][C:24]1[CH:25]=[CH:26][C:27]([C:30]([F:32])([F:31])[F:33])=[CH:28][CH:29]=1.